This data is from Reaction yield outcomes from USPTO patents with 853,638 reactions. The task is: Predict the reaction yield, written as a fraction of the theoretical maximum amount of product (1.0 means a 100% yield; for example, 0.34 means a 34% yield). (1) The reactants are Cl[C:2]1[N:7]=[C:6]([NH:8][C:9]2[NH:13][N:12]=[C:11]([CH:14]3[CH2:16][CH2:15]3)[CH:10]=2)[CH:5]=[CH:4][N:3]=1.[CH3:17][NH:18][CH2:19][C:20]1[CH:34]=[CH:33][C:23]2[N:24]([CH:27]3[CH2:32][CH2:31][CH2:30][CH2:29][O:28]3)[CH:25]=[N:26][C:22]=2[CH:21]=1.CCN(C(C)C)C(C)C. The catalyst is CC(O)C. The product is [CH:14]1([C:11]2[NH:12][N:13]=[C:9]([NH:8][C:6]3[CH:5]=[CH:4][N:3]=[C:2]([N:18]([CH3:17])[CH2:19][C:20]4[CH:34]=[CH:33][C:23]5[N:24]([CH:27]6[CH2:32][CH2:31][CH2:30][CH2:29][O:28]6)[CH:25]=[N:26][C:22]=5[CH:21]=4)[N:7]=3)[CH:10]=2)[CH2:16][CH2:15]1. The yield is 0.270. (2) The reactants are [F:1][C:2]1[CH:33]=[CH:32][C:5]([C:6](/[N:8]=[C:9]2\[NH:10][C:11]3[CH:29]=[CH:28][C:27]([CH2:30]O)=[CH:26][C:12]=3[N:13]\2[C@H:14]2[CH2:19][CH2:18][C@@H:17]([C:20](=[O:25])[NH:21][CH:22]([CH3:24])[CH3:23])[CH2:16][CH2:15]2)=[O:7])=[CH:4][CH:3]=1.S(Cl)(Cl)=O.Cl.[NH:39]1[CH2:43][CH2:42][CH:41]([C:44]([OH:47])([CH3:46])[CH3:45])[CH2:40]1.C1CCN2C(=NCCC2)CC1. The catalyst is C(Cl)Cl. The product is [F:1][C:2]1[CH:33]=[CH:32][C:5]([C:6](/[N:8]=[C:9]2\[NH:10][C:11]3[CH:29]=[CH:28][C:27]([CH2:30][N:39]4[CH2:43][CH2:42][CH:41]([C:44]([OH:47])([CH3:46])[CH3:45])[CH2:40]4)=[CH:26][C:12]=3[N:13]\2[C@H:14]2[CH2:15][CH2:16][C@@H:17]([C:20](=[O:25])[NH:21][CH:22]([CH3:23])[CH3:24])[CH2:18][CH2:19]2)=[O:7])=[CH:4][CH:3]=1. The yield is 0.522.